This data is from Full USPTO retrosynthesis dataset with 1.9M reactions from patents (1976-2016). The task is: Predict the reactants needed to synthesize the given product. (1) Given the product [CH3:12][O:13][C:14]([C:15]1[S:10][C:8]([CH:5]2[CH2:6][CH2:7][C:2]([F:1])([F:11])[CH2:3][CH2:4]2)=[N:9][C:16]=1[CH2:17][O:18][CH3:19])=[O:22], predict the reactants needed to synthesize it. The reactants are: [F:1][C:2]1([F:11])[CH2:7][CH2:6][CH:5]([C:8](=[S:10])[NH2:9])[CH2:4][CH2:3]1.[CH3:12][O:13][C:14](=[O:22])[CH:15](Cl)[C:16](=O)[CH2:17][O:18][CH3:19]. (2) Given the product [CH2:2]([O:16][C:8]1[CH:9]=[C:10]([CH3:15])[C:11]([N+:12]([O-:14])=[O:13])=[C:6]([CH3:5])[CH:7]=1)[C:3]#[CH:4], predict the reactants needed to synthesize it. The reactants are: Br[CH2:2][C:3]#[CH:4].[CH3:5][C:6]1[CH:7]=[C:8]([OH:16])[CH:9]=[C:10]([CH3:15])[C:11]=1[N+:12]([O-:14])=[O:13].C(=O)([O-])[O-].[K+].[K+].CCCCCC.C(OCC)(=O)C. (3) Given the product [CH:43]([OH:45])=[O:44].[CH2:1]([C:5]1[CH:6]=[C:7]2[C:12](=[C:13]([N:15]3[CH2:16][CH2:17][N:18]([CH2:21][CH2:22][C:23]4[CH:28]=[CH:27][C:26]([O:29][CH2:30][CH2:31][CH2:32][N:33]5[CH2:39][CH2:38][CH2:37][CH2:36][CH2:35][CH2:34]5)=[CH:25][CH:24]=4)[CH2:19][CH2:20]3)[CH:14]=1)[N:11]=[C:10]([CH2:41][CH2:42][C:43]([OH:45])=[O:44])[CH:9]=[CH:8]2)[CH2:2][CH2:3][CH3:4], predict the reactants needed to synthesize it. The reactants are: [CH2:1]([C:5]1[CH:6]=[C:7]2[C:12](=[C:13]([N:15]3[CH2:20][CH2:19][N:18]([C:21](=O)[CH2:22][C:23]4[CH:28]=[CH:27][C:26]([O:29][CH2:30][CH2:31][CH2:32][N:33]5[CH2:39][CH2:38][CH2:37][CH2:36][CH2:35][CH2:34]5)=[CH:25][CH:24]=4)[CH2:17][CH2:16]3)[CH:14]=1)[N:11]=[C:10]([CH2:41][CH2:42][C:43]([O:45]C)=[O:44])[CH:9]=[CH:8]2)[CH2:2][CH2:3][CH3:4].C1([SiH2]C2C=CC=CC=2)C=CC=CC=1. (4) Given the product [CH:1]([NH:4][C:5]([C:7]1[N:8]([CH3:34])[C:9]([CH2:22][NH:23][S:24]([C:27]2[CH:32]=[CH:31][C:30]([CH3:33])=[CH:29][CH:28]=2)(=[O:25])=[O:26])=[CH:10][C:11](=[O:21])[C:12]=1[OH:13])=[O:6])([CH3:3])[CH3:2], predict the reactants needed to synthesize it. The reactants are: [CH:1]([NH:4][C:5]([C:7]1[N:8]([CH3:34])[C:9]([CH2:22][NH:23][S:24]([C:27]2[CH:32]=[CH:31][C:30]([CH3:33])=[CH:29][CH:28]=2)(=[O:26])=[O:25])=[CH:10][C:11](=[O:21])[C:12]=1[O:13]CC1C=CC=CC=1)=[O:6])([CH3:3])[CH3:2].C1(S(C(N)C2N(C)C(C(O)=O)=C(O)C(=O)C=2)(=O)=O)C=CC=CC=1. (5) Given the product [C:42]([N:26]([CH2:27][C:28]1[CH:33]=[C:32]([C:34]([F:35])([F:36])[F:37])[CH:31]=[C:30]([C:38]([F:39])([F:40])[F:41])[CH:29]=1)[CH:22]1[CH2:23][CH2:24][CH2:25][N:19]([C:17]([O:16][CH:13]([CH3:15])[CH3:14])=[O:18])[C:20]2[C:48]([Cl:12])=[CH:47][CH:46]=[CH:45][C:21]1=2)(=[O:44])[CH3:43], predict the reactants needed to synthesize it. The reactants are: NC1C([Cl:12])=CC=CC=1C(OC)=O.[CH:13]([O:16][C:17]([N:19]1[CH2:25][CH2:24][CH2:23][CH:22]([N:26]([C:42](=[O:44])[CH3:43])[CH2:27][C:28]2[CH:33]=[C:32]([C:34]([F:37])([F:36])[F:35])[CH:31]=[C:30]([C:38]([F:41])([F:40])[F:39])[CH:29]=2)[C:21]2[CH:45]=[CH:46][CH:47]=[CH:48][C:20]1=2)=[O:18])([CH3:15])[CH3:14]. (6) Given the product [C:30]([C:34]1[CH:39]=[CH:38][C:37]([C:2]2[CH:7]=[CH:6][C:5]([C:8]3[NH:9][C:10]([C:21]4[CH:26]=[CH:25][C:24]([N+:27]([O-:29])=[O:28])=[CH:23][CH:22]=4)=[C:11]([C:13]4[CH:18]=[CH:17][C:16]([Cl:19])=[CH:15][C:14]=4[Cl:20])[N:12]=3)=[CH:4][CH:3]=2)=[CH:36][CH:35]=1)([CH3:33])([CH3:32])[CH3:31], predict the reactants needed to synthesize it. The reactants are: Br[C:2]1[CH:7]=[CH:6][C:5]([C:8]2[NH:9][C:10]([C:21]3[CH:26]=[CH:25][C:24]([N+:27]([O-:29])=[O:28])=[CH:23][CH:22]=3)=[C:11]([C:13]3[CH:18]=[CH:17][C:16]([Cl:19])=[CH:15][C:14]=3[Cl:20])[N:12]=2)=[CH:4][CH:3]=1.[C:30]([C:34]1[CH:39]=[CH:38][C:37](B(O)O)=[CH:36][CH:35]=1)([CH3:33])([CH3:32])[CH3:31]. (7) Given the product [Cl:1][C:2]1[CH:3]=[C:4]([C:9]2([C:24]([F:25])([F:27])[F:26])[O:13][N:12]=[C:11]([C:14]3[CH:22]=[CH:21][C:17]([C:18]([NH:19][OH:20])=[N:43][CH2:42][C:37]4[CH:38]=[CH:39][CH:40]=[CH:41][N:36]=4)=[C:16]([CH3:23])[CH:15]=3)[CH2:10]2)[CH:5]=[C:6]([Cl:8])[CH:7]=1, predict the reactants needed to synthesize it. The reactants are: [Cl:1][C:2]1[CH:3]=[C:4]([C:9]2([C:24]([F:27])([F:26])[F:25])[O:13][N:12]=[C:11]([C:14]3[CH:22]=[CH:21][C:17]([CH:18]=[N:19][OH:20])=[C:16]([CH3:23])[CH:15]=3)[CH2:10]2)[CH:5]=[C:6]([Cl:8])[CH:7]=1.ClN1C(=O)CCC1=O.[N:36]1[CH:41]=[CH:40][CH:39]=[CH:38][C:37]=1[CH2:42][NH2:43].C(N(CC)CC)C.[NH4+].[Cl-]. (8) Given the product [NH2:18][C:4]1[N:3]=[C:2]([NH:19][C:20]2[CH:25]=[CH:24][C:23]([C:26](=[O:28])[CH3:27])=[CH:22][CH:21]=2)[CH:7]=[C:6]([C:8]2[CH:13]=[C:12]([Cl:14])[CH:11]=[CH:10][C:9]=2[O:15][CH2:16][CH3:17])[N:5]=1, predict the reactants needed to synthesize it. The reactants are: Cl[C:2]1[CH:7]=[C:6]([C:8]2[CH:13]=[C:12]([Cl:14])[CH:11]=[CH:10][C:9]=2[O:15][CH2:16][CH3:17])[N:5]=[C:4]([NH2:18])[N:3]=1.[NH2:19][C:20]1[CH:25]=[CH:24][C:23]([C:26](=[O:28])[CH3:27])=[CH:22][CH:21]=1. (9) Given the product [Br:13][C:10]1[C:9]2[C:4](=[CH:5][C:6]([F:15])=[CH:7][C:8]=2[F:14])[N:3]=[C:2]([N:16]2[CH2:20][CH2:19][CH2:18][C:17]2=[O:21])[C:11]=1[CH3:12], predict the reactants needed to synthesize it. The reactants are: Br[C:2]1[C:11]([CH3:12])=[C:10]([Br:13])[C:9]2[C:4](=[CH:5][C:6]([F:15])=[CH:7][C:8]=2[F:14])[N:3]=1.[NH:16]1[CH2:20][CH2:19][CH2:18][C:17]1=[O:21].CN[C@H]1CCCC[C@@H]1NC.[O-]P([O-])([O-])=O.[K+].[K+].[K+].